Predict the reactants needed to synthesize the given product. From a dataset of Full USPTO retrosynthesis dataset with 1.9M reactions from patents (1976-2016). (1) Given the product [F:20][C:21]1[CH:22]=[C:23]([NH:27][C:28](=[O:29])[NH:1][C:2]2[CH:3]=[CH:4][C:5]([C:8]3[C:16]4[C:11](=[N:12][CH:13]=[CH:14][CH:15]=4)[NH:10][C:9]=3[C:17]([NH2:19])=[O:18])=[CH:6][CH:7]=2)[CH:24]=[CH:25][CH:26]=1, predict the reactants needed to synthesize it. The reactants are: [NH2:1][C:2]1[CH:7]=[CH:6][C:5]([C:8]2[C:16]3[C:11](=[N:12][CH:13]=[CH:14][CH:15]=3)[NH:10][C:9]=2[C:17]([NH2:19])=[O:18])=[CH:4][CH:3]=1.[F:20][C:21]1[CH:22]=[C:23]([N:27]=[C:28]=[O:29])[CH:24]=[CH:25][CH:26]=1. (2) Given the product [CH2:39]([C:38]([C:35]1[CH:34]=[CH:33][C:32]([CH2:31][CH:20]([NH:21][S:22]([C:25]2[CH:26]=[N:27][CH:28]=[CH:29][CH:30]=2)(=[O:24])=[O:23])[C:16]2[N:15]=[C:14]([NH:13][CH2:44][C:45]([OH:47])=[O:46])[CH:19]=[CH:18][CH:17]=2)=[CH:37][CH:36]=1)([CH3:41])[CH2:42][CH3:43])[CH3:40], predict the reactants needed to synthesize it. The reactants are: O1CCCC1.C(OC([N:13]([CH2:44][C:45]([O:47]C(C)(C)C)=[O:46])[C:14]1[CH:19]=[CH:18][CH:17]=[C:16]([CH:20]([CH2:31][C:32]2[CH:37]=[CH:36][C:35]([C:38]([CH2:42][CH3:43])([CH3:41])[CH2:39][CH3:40])=[CH:34][CH:33]=2)[NH:21][S:22]([C:25]2[CH:26]=[N:27][CH:28]=[CH:29][CH:30]=2)(=[O:24])=[O:23])[N:15]=1)=O)(C)(C)C.Cl.[OH-].[Na+]. (3) Given the product [Cl:1][C:2]1[CH:8]=[CH:7][C:5]([NH:6][C:10](=[O:11])[O:12][C:13]([CH3:16])([CH3:15])[CH3:14])=[C:4]([I:9])[CH:3]=1, predict the reactants needed to synthesize it. The reactants are: [Cl:1][C:2]1[CH:8]=[CH:7][C:5]([NH2:6])=[C:4]([I:9])[CH:3]=1.[C:10](O[C:10]([O:12][C:13]([CH3:16])([CH3:15])[CH3:14])=[O:11])([O:12][C:13]([CH3:16])([CH3:15])[CH3:14])=[O:11]. (4) Given the product [C:46]([C:31]1[C:32]([NH:34][CH:35]([C:42]([O:44][CH3:45])=[O:43])[C:36]2[CH:41]=[CH:40][CH:39]=[CH:38][CH:37]=2)=[N:33][C:28]([NH:11][C:5]2[CH:6]=[CH:7][C:8]3[O:9][CH2:10][CH2:1][O:2][C:3]=3[CH:4]=2)=[N:29][CH:30]=1)#[N:47], predict the reactants needed to synthesize it. The reactants are: [CH2:1]1[CH2:10][O:9][C:8]2[CH:7]=[CH:6][C:5]([NH:11]C3C(F)=CN=C(NC4C=CC=C(O)C=4)N=3)=[CH:4][C:3]=2[O:2]1.Cl[C:28]1[N:33]=[C:32]([NH:34][CH:35]([C:42]([O:44][CH3:45])=[O:43])[C:36]2[CH:41]=[CH:40][CH:39]=[CH:38][CH:37]=2)[C:31]([C:46]#[N:47])=[CH:30][N:29]=1.C1COC2C=CC(N)=CC=2O1. (5) Given the product [OH:20][C:12]1[C:13]2[C:18]([CH3:19])=[N:17][CH:16]=[N:15][C:14]=2[N:9]([OH:8])[C:10](=[O:27])[C:11]=1[C:21]1[CH:22]=[CH:23][CH:24]=[CH:25][CH:26]=1, predict the reactants needed to synthesize it. The reactants are: C([O:8][N:9]1[C:14]2[N:15]=[CH:16][N:17]=[C:18]([CH3:19])[C:13]=2[C:12]([OH:20])=[C:11]([C:21]2[CH:26]=[CH:25][CH:24]=[CH:23][CH:22]=2)[C:10]1=[O:27])C1C=CC=CC=1.[H][H]. (6) Given the product [CH3:11][C:12]1[N:13]=[C:14]([CH:17]([OH:18])[CH2:10][N+:7]([O-:9])=[O:8])[S:15][CH:16]=1, predict the reactants needed to synthesize it. The reactants are: C(=O)([O-])[O-].[K+].[K+].[N+:7]([CH3:10])([O-:9])=[O:8].[CH3:11][C:12]1[N:13]=[C:14]([CH:17]=[O:18])[S:15][CH:16]=1. (7) The reactants are: [Cl:1][C:2]1[CH:7]=[CH:6][C:5]([CH2:8][C@@H:9]([NH:30][C:31]([C@@H:33]2[CH2:42][C:41]3[C:36](=[CH:37][CH:38]=[CH:39][CH:40]=3)[CH2:35][N:34]2C(OC(C)(C)C)=O)=[O:32])[C:10](=[O:29])[N:11]2[CH2:16][CH2:15][CH:14]([C:17]3[CH:22]=[CH:21][CH:20]=[CH:19][C:18]=3[N:23]3[CH:27]=[CH:26][NH:25][C:24]3=[O:28])[CH2:13][CH2:12]2)=[CH:4][CH:3]=1.Cl. Given the product [CH2:35]1[C:36]2[C:41](=[CH:40][CH:39]=[CH:38][CH:37]=2)[CH2:42][C@@H:33]([C:31]([NH:30][C@H:9]([CH2:8][C:5]2[CH:6]=[CH:7][C:2]([Cl:1])=[CH:3][CH:4]=2)[C:10](=[O:29])[N:11]2[CH2:16][CH2:15][CH:14]([C:17]3[CH:22]=[CH:21][CH:20]=[CH:19][C:18]=3[N:23]3[CH:27]=[CH:26][NH:25][C:24]3=[O:28])[CH2:13][CH2:12]2)=[O:32])[NH:34]1, predict the reactants needed to synthesize it. (8) Given the product [Cl:7][C:8]1[CH:13]=[CH:12][C:11]([C:14]2[S:18][C:17]([C:19]([N:41]([O:5][CH3:1])[CH3:39])=[O:21])=[C:16]([C:22]3[CH:27]=[CH:26][C:25]([S:28](=[O:31])(=[O:30])[N:29]=[CH:34][N:35]([CH3:37])[CH3:36])=[C:24]([CH3:32])[CH:23]=3)[C:15]=2[CH3:33])=[CH:10][CH:9]=1, predict the reactants needed to synthesize it. The reactants are: [C:1](Cl)(=[O:5])C(Cl)=O.[Cl:7][C:8]1[CH:13]=[CH:12][C:11]([C:14]2[S:18][C:17]([C:19]([OH:21])=O)=[C:16]([C:22]3[CH:27]=[CH:26][C:25]([S:28](=[O:31])(=[O:30])[NH2:29])=[C:24]([CH3:32])[CH:23]=3)[C:15]=2[CH3:33])=[CH:10][CH:9]=1.[CH3:34][N:35]([CH:37]=O)[CH3:36].[CH2:39]([N:41](CC)CC)C. (9) Given the product [CH2:12]([NH:8][C:1]([O:31][N:30]=[C:27]1[CH2:26][CH2:25][N:24]([S:21]([C:17]2[CH:18]=[CH:19][CH:20]=[C:15]([C:14]([F:13])([F:32])[F:33])[CH:16]=2)(=[O:23])=[O:22])[CH2:29][CH2:28]1)=[O:2])[CH2:11][CH3:34], predict the reactants needed to synthesize it. The reactants are: [C:1]([N:8]1[CH:12]=[CH:11]N=C1)(N1C=CN=C1)=[O:2].[F:13][C:14]([F:33])([F:32])[C:15]1[CH:16]=[C:17]([S:21]([N:24]2[CH2:29][CH2:28][C:27](=[N:30][OH:31])[CH2:26][CH2:25]2)(=[O:23])=[O:22])[CH:18]=[CH:19][CH:20]=1.[CH2:34](N(CC)CC)C.C(N)CC. (10) Given the product [C:54]([O:58][C:59](=[O:68])[NH:60][C:61]([CH3:65])([CH2:62][CH2:63][CH3:64])[CH2:66][NH:67][C:18]([C:17]1[C:16]([CH3:21])=[N:15][N:14]2[C:9]([O:8][CH2:1][C:2]3[CH:3]=[CH:4][CH:5]=[CH:6][CH:7]=3)=[CH:10][C:11]([CH3:22])=[CH:12][C:13]=12)=[O:20])([CH3:57])([CH3:56])[CH3:55], predict the reactants needed to synthesize it. The reactants are: [CH2:1]([O:8][C:9]1[N:14]2[N:15]=[C:16]([CH3:21])[C:17]([C:18]([OH:20])=O)=[C:13]2[CH:12]=[C:11]([CH3:22])[CH:10]=1)[C:2]1[CH:7]=[CH:6][CH:5]=[CH:4][CH:3]=1.ON1C2N=CC=CC=2N=N1.Cl.CN(C)CCCN=C=NCC.C(N(CC)C(C)C)(C)C.[C:54]([O:58][C:59](=[O:68])[NH:60][C:61]([CH2:66][NH2:67])([CH3:65])[CH2:62][CH2:63][CH3:64])([CH3:57])([CH3:56])[CH3:55].